Dataset: Acute oral toxicity (LD50) regression data from Zhu et al.. Task: Regression/Classification. Given a drug SMILES string, predict its toxicity properties. Task type varies by dataset: regression for continuous values (e.g., LD50, hERG inhibition percentage) or binary classification for toxic/non-toxic outcomes (e.g., AMES mutagenicity, cardiotoxicity, hepatotoxicity). Dataset: ld50_zhu. (1) The molecule is CCCCN(CCCC)CCCC. The rat oral LD50 is 2.54, given as -log10 of the dose in mol/kg body weight (higher means more acutely toxic). (2) The molecule is NCC(CC(=O)O)c1ccc(Cl)cc1. The rat oral LD50 is 3.17, given as -log10 of the dose in mol/kg body weight (higher means more acutely toxic). (3) The molecule is C#CCN(CC)CC. The rat oral LD50 is 1.86, given as -log10 of the dose in mol/kg body weight (higher means more acutely toxic). (4) The molecule is O=C1C(Cl)C2(Cl)C3C(Cl)OC(Cl)C3C1(Cl)C2(Cl)Cl. The rat oral LD50 is 4.75, given as -log10 of the dose in mol/kg body weight (higher means more acutely toxic). (5) The drug is CCOP(=O)(OCC)SCn1nc(C)ccc1=O. The rat oral LD50 is 4.65, given as -log10 of the dose in mol/kg body weight (higher means more acutely toxic). (6) The drug is C=C(C)c1ccc(C(C)(C)N=C=O)cc1. The rat oral LD50 is 1.66, given as -log10 of the dose in mol/kg body weight (higher means more acutely toxic). (7) The molecule is O=C(O)C1CC=CCC1. The rat oral LD50 is 1.47, given as -log10 of the dose in mol/kg body weight (higher means more acutely toxic).